From a dataset of Catalyst prediction with 721,799 reactions and 888 catalyst types from USPTO. Predict which catalyst facilitates the given reaction. (1) Reactant: [C:1]([C:4]1[CH:9]=[N:8][N:7]2[C:10]([NH:13][C:14](=O)[O:15]C(C)(C)C)=[CH:11][CH:12]=[C:6]2[C:5]=1[NH:21][CH:22]1[CH2:27][CH2:26][CH2:25][CH2:24][CH:23]1[CH3:28])(=[O:3])[NH2:2].C(O)([C:31]([F:34])([F:33])[F:32])=O. Product: [CH3:28][CH:23]1[CH2:24][CH2:25][CH2:26][CH2:27][CH:22]1[NH:21][C:5]1[C:6]2[N:7]([C:10]([NH:13][C:14](=[O:15])[C:31]([F:34])([F:33])[F:32])=[CH:11][CH:12]=2)[N:8]=[CH:9][C:4]=1[C:1]([NH2:2])=[O:3]. The catalyst class is: 4. (2) Reactant: [C:1](Cl)(=[O:4])[CH:2]=[CH2:3].[CH2:6]([C:9]1([NH:22][CH2:23][C:24]2[CH:32]=[CH:31][CH:30]=[C:29]3[C:25]=2[CH:26]=[CH:27][N:28]3[S:33]([C:36]2[CH:42]=[CH:41][C:39]([CH3:40])=[CH:38][CH:37]=2)(=[O:35])=[O:34])[CH2:14][CH2:13][N:12]([C:15]([O:17][C:18]([CH3:21])([CH3:20])[CH3:19])=[O:16])[CH2:11][CH2:10]1)[CH:7]=[CH2:8].C(N(C(C)C)CC)(C)C. Product: [CH2:6]([C:9]1([N:22]([CH2:23][C:24]2[CH:32]=[CH:31][CH:30]=[C:29]3[C:25]=2[CH:26]=[CH:27][N:28]3[S:33]([C:36]2[CH:37]=[CH:38][C:39]([CH3:40])=[CH:41][CH:42]=2)(=[O:34])=[O:35])[C:1](=[O:4])[CH:2]=[CH2:3])[CH2:10][CH2:11][N:12]([C:15]([O:17][C:18]([CH3:21])([CH3:20])[CH3:19])=[O:16])[CH2:13][CH2:14]1)[CH:7]=[CH2:8]. The catalyst class is: 4. (3) Product: [CH:4]([CH:18]([C:11]1[C:12]([CH3:17])=[CH:13][C:14]([CH3:16])=[CH:15][C:10]=1[CH3:9])[C:19]#[N:20])=[O:5]. Reactant: C[O-].[Na+].[CH:4](OCC)=[O:5].[CH3:9][C:10]1[CH:15]=[C:14]([CH3:16])[CH:13]=[C:12]([CH3:17])[C:11]=1[CH2:18][C:19]#[N:20].O. The catalyst class is: 48. (4) Reactant: CCN(P1(N(C)CCCN1C)=NC(C)(C)C)CC.C[O:20][C:21](=[O:33])[CH2:22][C:23]1[C:31]2[C:26](=[N:27][CH:28]=[CH:29][CH:30]=2)[NH:25][C:24]=1[CH3:32].[CH3:34][C:35]1[CH:40]=[CH:39][C:38]([S:41](Cl)(=[O:43])=[O:42])=[CH:37][CH:36]=1.[OH-].[Na+].Cl. Product: [CH3:32][C:24]1[N:25]([S:41]([C:38]2[CH:39]=[CH:40][C:35]([CH3:34])=[CH:36][CH:37]=2)(=[O:43])=[O:42])[C:26]2=[N:27][CH:28]=[CH:29][CH:30]=[C:31]2[C:23]=1[CH2:22][C:21]([OH:20])=[O:33]. The catalyst class is: 3. (5) Reactant: C([Li])CCC.Br[C:7]1[CH:8]=[C:9]([CH3:21])[C:10]([O:13][Si](C(C)(C)C)(C)C)=[N:11][CH:12]=1.[Br:22][C:23]1[CH:24]=[C:25]([C:29]([C:37]2[CH:42]=[CH:41][CH:40]=[C:39]([F:43])[C:38]=2[C:44]#[N:45])=[N:30][S@](C(C)(C)C)=O)[CH:26]=[CH:27][CH:28]=1.Cl.[OH-].[Na+]. Product: [NH2:45][C:44]1[C:38]2[C:37](=[CH:42][CH:41]=[CH:40][C:39]=2[F:43])[C@@:29]([C:7]2[CH:8]=[C:9]([CH3:21])[C:10](=[O:13])[NH:11][CH:12]=2)([C:25]2[CH:26]=[CH:27][CH:28]=[C:23]([Br:22])[CH:24]=2)[N:30]=1. The catalyst class is: 20. (6) Reactant: C([Sn](CCCC)(CCCC)[C:6]1[N:10]2[CH:11]=[CH:12][C:13]([C:15]([F:18])([F:17])[F:16])=[N:14][C:9]2=[N:8][CH:7]=1)CCC.Br[C:28]1[CH:29]=[C:30]([N:34]2[CH:38]=[CH:37][N:36]=[CH:35]2)[CH:31]=[CH:32][CH:33]=1. Product: [N:34]1([C:30]2[CH:29]=[C:28]([C:6]3[N:10]4[CH:11]=[CH:12][C:13]([C:15]([F:16])([F:17])[F:18])=[N:14][C:9]4=[N:8][CH:7]=3)[CH:33]=[CH:32][CH:31]=2)[CH:38]=[CH:37][N:36]=[CH:35]1. The catalyst class is: 73. (7) Reactant: [Cl:1][C:2]1[CH:7]=[CH:6][C:5]([N:8]2[C@@H:12]([C:13]3[CH:18]=[CH:17][CH:16]=[C:15]([C:19]([F:22])([F:21])[F:20])[CH:14]=3)[CH2:11][NH:10][C:9]2=[O:23])=[CH:4][CH:3]=1.FC(F)(F)C1C=CC=C(C=C)C=1.[H-].[Na+].Cl[CH2:39][C:40]1[N:44]=[C:43]([C:45]2[CH:50]=[CH:49][C:48]([O:51][CH3:52])=[CH:47][CH:46]=2)[O:42][N:41]=1. Product: [Cl:1][C:2]1[CH:7]=[CH:6][C:5]([N:8]2[C@@H:12]([C:13]3[CH:18]=[CH:17][CH:16]=[C:15]([C:19]([F:21])([F:20])[F:22])[CH:14]=3)[CH2:11][N:10]([CH2:39][C:40]3[N:44]=[C:43]([C:45]4[CH:50]=[CH:49][C:48]([O:51][CH3:52])=[CH:47][CH:46]=4)[O:42][N:41]=3)[C:9]2=[O:23])=[CH:4][CH:3]=1. The catalyst class is: 3.